This data is from CYP2C19 inhibition data for predicting drug metabolism from PubChem BioAssay. The task is: Regression/Classification. Given a drug SMILES string, predict its absorption, distribution, metabolism, or excretion properties. Task type varies by dataset: regression for continuous measurements (e.g., permeability, clearance, half-life) or binary classification for categorical outcomes (e.g., BBB penetration, CYP inhibition). Dataset: cyp2c19_veith. (1) The molecule is C=CCN(CC=C)C(=S)Nc1ccccc1. The result is 0 (non-inhibitor). (2) The molecule is CN(C)c1cc(-c2cccc(NS(C)(=O)=O)c2)ncn1. The result is 0 (non-inhibitor). (3) The compound is O=c1c2ccccc2nc2n1CCC2. The result is 0 (non-inhibitor). (4) The drug is c1csc(CNc2nc(-c3ccc4c(c3)OCO4)nc3ccccc23)c1. The result is 1 (inhibitor). (5) The drug is COc1ccc(NC(=O)N2CCCC3(CCN(C(=O)c4cc(C(F)(F)F)cc(C(F)(F)F)c4)CC3)C2)cc1. The result is 0 (non-inhibitor). (6) The drug is O=C(CC(c1ccccc1)c1ccccc1)NCC1CCCO1. The result is 1 (inhibitor). (7) The drug is CN1CCN(c2cc(-c3ccccc3Cl)ncn2)CC1. The result is 1 (inhibitor). (8) The compound is CN(C)S(=O)(=O)c1ccc(C(=O)Nc2ccc(CN3CCCC3)cc2)cc1. The result is 0 (non-inhibitor).